From a dataset of Full USPTO retrosynthesis dataset with 1.9M reactions from patents (1976-2016). Predict the reactants needed to synthesize the given product. Given the product [Br:10][C:11]1[CH:12]=[CH:13][C:14]2[N:19]([C:8]([NH:7][C:1]3[CH:6]=[CH:5][CH:4]=[CH:3][CH:2]=3)=[O:9])[CH2:18][CH2:17][O:16][C:15]=2[N:20]=1, predict the reactants needed to synthesize it. The reactants are: [C:1]1([N:7]=[C:8]=[O:9])[CH:6]=[CH:5][CH:4]=[CH:3][CH:2]=1.[Br:10][C:11]1[CH:12]=[CH:13][C:14]2[NH:19][CH2:18][CH2:17][O:16][C:15]=2[N:20]=1.C(Cl)Cl.